Dataset: Forward reaction prediction with 1.9M reactions from USPTO patents (1976-2016). Task: Predict the product of the given reaction. (1) Given the reactants [BH4-].[Na+].[C:3]([C:6]1[CH:13]=[C:12]([Cl:14])[C:9]([C:10]#[N:11])=[C:8]([CH:15]2[O:19][C:18](=[O:20])[NH:17][CH2:16]2)[C:7]=1[O:21][CH2:22][CH3:23])(=[O:5])[CH3:4].CO, predict the reaction product. The product is: [Cl:14][C:12]1[C:9]([C:10]#[N:11])=[C:8]([CH:15]2[O:19][C:18](=[O:20])[NH:17][CH2:16]2)[C:7]([O:21][CH2:22][CH3:23])=[C:6]([CH:3]([OH:5])[CH3:4])[CH:13]=1. (2) Given the reactants [C:9](O[C:9]([O:11][C:12]([CH3:15])([CH3:14])[CH3:13])=[O:10])([O:11][C:12]([CH3:15])([CH3:14])[CH3:13])=[O:10].[OH:16][C@@H:17]1[CH2:21][NH:20][C@H:19]([C:22]([OH:24])=[O:23])[CH2:18]1.C(N(CC)CC)C, predict the reaction product. The product is: [C:12]([O:11][C:9]([N:20]1[CH2:21][C@@H:17]([OH:16])[CH2:18][C@H:19]1[C:22]([OH:24])=[O:23])=[O:10])([CH3:13])([CH3:14])[CH3:15].